From a dataset of Reaction yield outcomes from USPTO patents with 853,638 reactions. Predict the reaction yield, written as a fraction of the theoretical maximum amount of product (1.0 means a 100% yield; for example, 0.34 means a 34% yield). (1) The reactants are [NH2:1][S:2]([C:5]1[CH:10]=[CH:9][C:8]([N:11]=[C:12]=[S:13])=[CH:7][CH:6]=1)(=[O:4])=[O:3].[N:14]#[C:15][NH2:16].C1CCN2[C:20](=[N:21]CCC2)[CH2:19]C1.BrCC#N. The catalyst is C(#N)C. The product is [NH2:1][S:2]([C:5]1[CH:6]=[CH:7][C:8]([NH:11][C:12]2[S:13][C:19]([C:20]#[N:21])=[C:15]([NH2:16])[N:14]=2)=[CH:9][CH:10]=1)(=[O:4])=[O:3]. The yield is 0.480. (2) The reactants are [CH3:1][O:2][C:3]1[CH:9]=[CH:8][C:6]([NH2:7])=[CH:5][CH:4]=1.[Cl:10][CH2:11][C:12](O)=[O:13].CCN=C=NCCCN(C)C.C1C=CC2N(O)N=NC=2C=1.CN1CCOCC1. The catalyst is C(Cl)Cl. The product is [Cl:10][CH2:11][C:12]([NH:7][C:6]1[CH:8]=[CH:9][C:3]([O:2][CH3:1])=[CH:4][CH:5]=1)=[O:13]. The yield is 0.200. (3) The product is [CH2:25]([O:27][CH:28]1[CH2:33][CH2:32][N:31]([C:4]([C:3]2[CH:7]=[C:8]([CH:9]=[CH:10][C:2]=2[F:1])[CH2:11][C:12]2[C:21]3[C:16](=[CH:17][CH:18]=[CH:19][C:20]=3[O:22][CH3:23])[C:15](=[O:24])[NH:14][N:13]=2)=[O:5])[CH2:30][CH2:29]1)[CH3:26]. The yield is 0.747. The reactants are [F:1][C:2]1[CH:10]=[CH:9][C:8]([CH2:11][C:12]2[C:21]3[C:16](=[CH:17][CH:18]=[CH:19][C:20]=3[O:22][CH3:23])[C:15](=[O:24])[NH:14][N:13]=2)=[CH:7][C:3]=1[C:4](O)=[O:5].[CH2:25]([O:27][CH:28]1[CH2:33][CH2:32][NH:31][CH2:30][CH2:29]1)[CH3:26].C(N(C(C)C)C(C)C)C.CN(C(ON1N=NC2C=CC=CC1=2)=[N+](C)C)C.F[P-](F)(F)(F)(F)F. The catalyst is C(#N)C.CN(C=O)C. (4) The reactants are [Cl:1][C:2]1[N:3]=[C:4]2[CH:12]=[C:11]([Cl:13])[CH:10]=[N:9][C:5]2=[N:6][C:7]=1Cl.[C@H:14]12[CH2:20][C@H:17]([NH:18][CH2:19]1)[CH2:16][N:15]2[C:21]([O:23][C:24]([CH3:27])([CH3:26])[CH3:25])=[O:22]. The catalyst is C(Cl)Cl. The product is [Cl:1][C:2]1[N:3]=[C:4]2[CH:12]=[C:11]([Cl:13])[CH:10]=[N:9][C:5]2=[N:6][C:7]=1[N:18]1[CH2:19][C@@H:14]2[CH2:20][C@H:17]1[CH2:16][N:15]2[C:21]([O:23][C:24]([CH3:27])([CH3:26])[CH3:25])=[O:22]. The yield is 0.710. (5) The reactants are [Cl:1][C:2]1[CH:7]=[CH:6][C:5]([CH2:8][C:9](=[C:11]2C(=O)O[C:14](C)([CH3:18])[O:13][C:12]2=[O:20])[OH:10])=[CH:4][CH:3]=1. The catalyst is C(O)C. The product is [Cl:1][C:2]1[CH:3]=[CH:4][C:5]([CH2:8][C:9](=[O:10])[CH2:11][C:12]([O:13][CH2:14][CH3:18])=[O:20])=[CH:6][CH:7]=1. The yield is 0.730. (6) The reactants are [NH2:1][C@@H:2]1[CH2:7][CH2:6][C@H:5]([C:8]([OH:10])=[O:9])[CH2:4][CH2:3]1.[OH-].[Na+].[CH3:13][C:14]([O:17][C:18](O[C:18]([O:17][C:14]([CH3:16])([CH3:15])[CH3:13])=[O:19])=[O:19])([CH3:16])[CH3:15]. The catalyst is C1COCC1. The product is [C:14]([O:17][C:18]([NH:1][C@@H:2]1[CH2:7][CH2:6][C@H:5]([C:8]([OH:10])=[O:9])[CH2:4][CH2:3]1)=[O:19])([CH3:16])([CH3:15])[CH3:13]. The yield is 0.830. (7) The reactants are [OH:1][CH2:2][CH2:3][NH:4][C:5](=[O:11])[O:6][C:7]([CH3:10])([CH3:9])[CH3:8].[H-].[Na+].Cl[CH2:15][C:16]([CH2:18]Cl)=[CH2:17]. The catalyst is CN(C=O)C. The product is [C:7]([O:6][C:5]([N:4]1[CH2:18][C:16](=[CH2:15])[CH2:17][O:1][CH2:2][CH2:3]1)=[O:11])([CH3:8])([CH3:10])[CH3:9]. The yield is 0.370. (8) The reactants are [Cl:1][C:2]1[CH:17]=[CH:16][C:5]([O:6][CH2:7][CH2:8][C@H:9]([O:11]S(C)(=O)=O)[CH3:10])=[C:4]([O:18][C:19]2[CH:24]=[CH:23][CH:22]=[CH:21][CH:20]=2)[CH:3]=1.[CH2:25]([O:27][C:28](=[O:40])[CH2:29][CH2:30][C:31]1[CH:36]=[CH:35][C:34](O)=[CH:33][C:32]=1[CH2:38][CH3:39])[CH3:26]. No catalyst specified. The product is [CH2:25]([O:27][C:28](=[O:40])[CH2:29][CH2:30][C:31]1[CH:36]=[CH:35][C:34]([O:11][C@H:9]([CH3:10])[CH2:8][CH2:7][O:6][C:5]2[CH:16]=[CH:17][C:2]([Cl:1])=[CH:3][C:4]=2[O:18][C:19]2[CH:24]=[CH:23][CH:22]=[CH:21][CH:20]=2)=[CH:33][C:32]=1[CH2:38][CH3:39])[CH3:26]. The yield is 0.550. (9) The reactants are Cl[CH2:2][C:3]1[CH:4]=[C:5]([CH:8]=[CH:9][C:10]=1[O:11][CH3:12])[CH:6]=O.[CH3:13][C:14]1[CH:19]=[CH:18][CH:17]=[C:16]([CH3:20])[C:15]=1[SH:21].C(=O)([O-])[O-].[K+].[K+].[NH2:28][C:29]1[CH:43]=[CH:42][CH:41]=[CH:40][C:30]=1[C:31]([NH:33][CH2:34][C:35]1[O:36][CH:37]=[CH:38][CH:39]=1)=[O:32].FC(F)(F)S([O-])(=O)=O.[Yb+3].FC(F)(F)S([O-])(=O)=O.FC(F)(F)S([O-])(=O)=O. The catalyst is C(#N)C.CCO. The product is [CH3:13][C:14]1[CH:19]=[CH:18][CH:17]=[C:16]([CH3:20])[C:15]=1[S:21][CH2:2][C:3]1[CH:4]=[C:5]([CH:6]2[N:33]([CH2:34][C:35]3[O:36][CH:37]=[CH:38][CH:39]=3)[C:31](=[O:32])[C:30]3[C:29](=[CH:43][CH:42]=[CH:41][CH:40]=3)[NH:28]2)[CH:8]=[CH:9][C:10]=1[O:11][CH3:12]. The yield is 0.420. (10) The reactants are [C:1]([NH:9][C:10]1[C:11]2[N:12]=[CH:13][N:14]([C:33]=2[N:34]=[CH:35][N:36]=1)[C@@H:15]1[O:32][C@H:22]([CH2:23][O:24][Si](C(C)(C)C)(C)C)[C@@H:17]([O:18][CH2:19]SC)[CH2:16]1)(=[O:8])[C:2]1[CH:7]=[CH:6][CH:5]=[CH:4][CH:3]=1.C1CCCCC=1.C(NC1C2N=CN(C=2N=CN=1)[C@@H]1O[C@H](CO[Si](C(C)(C)C)(C)C)[C@@H](O)C1)(=O)C1C=CC=CC=1.[N-:76]=[N+:77]=[N-:78].[Na+].[NH4+].[F-]. The catalyst is C(Cl)Cl. The product is [C:1]([NH:9][C:10]1[C:11]2[N:12]=[CH:13][N:14]([C:33]=2[N:34]=[CH:35][N:36]=1)[C@@H:15]1[O:32][C@H:22]([CH2:23][OH:24])[C@@H:17]([O:18][CH2:19][N:76]=[N+:77]=[N-:78])[CH2:16]1)(=[O:8])[C:2]1[CH:7]=[CH:6][CH:5]=[CH:4][CH:3]=1. The yield is 0.480.